Dataset: NCI-60 drug combinations with 297,098 pairs across 59 cell lines. Task: Regression. Given two drug SMILES strings and cell line genomic features, predict the synergy score measuring deviation from expected non-interaction effect. (1) Drug 1: CC1=CC=C(C=C1)C2=CC(=NN2C3=CC=C(C=C3)S(=O)(=O)N)C(F)(F)F. Drug 2: CC1CCC2CC(C(=CC=CC=CC(CC(C(=O)C(C(C(=CC(C(=O)CC(OC(=O)C3CCCCN3C(=O)C(=O)C1(O2)O)C(C)CC4CCC(C(C4)OC)O)C)C)O)OC)C)C)C)OC. Cell line: SN12C. Synergy scores: CSS=17.0, Synergy_ZIP=-1.06, Synergy_Bliss=3.65, Synergy_Loewe=-12.8, Synergy_HSA=-0.107. (2) Drug 1: N.N.Cl[Pt+2]Cl. Drug 2: CC1C(C(CC(O1)OC2CC(CC3=C2C(=C4C(=C3O)C(=O)C5=CC=CC=C5C4=O)O)(C(=O)C)O)N)O. Cell line: SK-MEL-28. Synergy scores: CSS=54.9, Synergy_ZIP=1.02, Synergy_Bliss=2.02, Synergy_Loewe=-48.8, Synergy_HSA=1.52. (3) Drug 1: CN(C(=O)NC(C=O)C(C(C(CO)O)O)O)N=O. Drug 2: COCCOC1=C(C=C2C(=C1)C(=NC=N2)NC3=CC=CC(=C3)C#C)OCCOC.Cl. Cell line: SK-MEL-28. Synergy scores: CSS=2.28, Synergy_ZIP=-1.79, Synergy_Bliss=-1.09, Synergy_Loewe=-0.0758, Synergy_HSA=-0.109. (4) Drug 1: C1C(C(OC1N2C=C(C(=O)NC2=O)F)CO)O. Drug 2: C1CN(P(=O)(OC1)NCCCl)CCCl. Cell line: U251. Synergy scores: CSS=29.4, Synergy_ZIP=-7.71, Synergy_Bliss=0.256, Synergy_Loewe=-83.9, Synergy_HSA=-2.20. (5) Drug 1: C1CC(C1)(C(=O)O)C(=O)O.[NH2-].[NH2-].[Pt+2]. Drug 2: COC1=C2C(=CC3=C1OC=C3)C=CC(=O)O2. Cell line: T-47D. Synergy scores: CSS=0.00850, Synergy_ZIP=0.394, Synergy_Bliss=-1.44, Synergy_Loewe=-18.7, Synergy_HSA=-4.64.